Dataset: Forward reaction prediction with 1.9M reactions from USPTO patents (1976-2016). Task: Predict the product of the given reaction. (1) The product is: [Br:1][C:2]1[CH:15]=[CH:14][C:13]2[C:4](=[CH:5][C:6]3[C:11]([CH:12]=2)=[CH:10][CH:9]=[CH:8][CH:7]=3)[CH:3]=1. Given the reactants [Br:1][C:2]1[CH:15]=[CH:14][C:13]2[C:12](=O)[C:11]3[C:6](=[CH:7][CH:8]=[CH:9][CH:10]=3)[C:5](=O)[C:4]=2[CH:3]=1.C1(O)CCCCC1.[Al](OC(CC)C)(OC(CC)C)OC(CC)C.[K+].[Br-], predict the reaction product. (2) The product is: [NH2:1][C:2]1[CH:10]=[CH:9][C:8]([Cl:11])=[CH:7][C:3]=1[C:4]([NH:39][C:35]([CH3:38])([CH3:37])[CH3:36])=[O:6]. Given the reactants [NH2:1][C:2]1[CH:10]=[CH:9][C:8]([Cl:11])=[CH:7][C:3]=1[C:4]([OH:6])=O.ON1C(=O)CCC1=O.C1(N=C=NC2CCCCC2)CCCCC1.[C:35]([NH2:39])([CH3:38])([CH3:37])[CH3:36], predict the reaction product. (3) The product is: [F:39][C:36]([F:37])([F:38])[C:32]1[CH:31]=[C:30]([NH:29][C:28]([N:24]2[C:25]3[C:21](=[CH:20][C:19]([O:18][C:14]4[C:15]5[CH2:16][CH2:17][NH:8][CH:9]([CH3:41])[C:10]=5[N:11]=[CH:12][N:13]=4)=[CH:27][CH:26]=3)[CH:22]=[CH:23]2)=[O:40])[CH:35]=[CH:34][CH:33]=1. Given the reactants C(OC([N:8]1[CH2:17][CH2:16][C:15]2[C:14]([O:18][C:19]3[CH:20]=[C:21]4[C:25](=[CH:26][CH:27]=3)[N:24]([C:28](=[O:40])[NH:29][C:30]3[CH:35]=[CH:34][CH:33]=[C:32]([C:36]([F:39])([F:38])[F:37])[CH:31]=3)[CH:23]=[CH:22]4)=[N:13][CH:12]=[N:11][C:10]=2[CH:9]1[CH3:41])=O)(C)(C)C.C(O)(C(F)(F)F)=O, predict the reaction product. (4) Given the reactants [Cl:1][C:2]1[CH:3]=[C:4]([C:10]2([C:27]([F:30])([F:29])[F:28])[O:14][N:13]=[C:12]([C:15]3[N:16]4[C:20]([C:21]([C:24]([OH:26])=O)=[CH:22][CH:23]=3)=[CH:19][CH:18]=[CH:17]4)[CH2:11]2)[CH:5]=[C:6]([Cl:9])[C:7]=1[Cl:8].CN(C(ON1N=NC2C=CC=NC1=2)=[N+](C)C)C.F[P-](F)(F)(F)(F)F.CCN(CC)CC.Cl.[NH2:63][CH2:64][C:65]1[CH:66]=[CH:67][C:68]2[C:72]([CH3:74])([CH3:73])[O:71][B:70]([OH:75])[C:69]=2[CH:76]=1, predict the reaction product. The product is: [OH:75][B:70]1[C:69]2[CH:76]=[C:65]([CH2:64][NH:63][C:24]([C:21]3[C:20]4[N:16]([CH:17]=[CH:18][CH:19]=4)[C:15]([C:12]4[CH2:11][C:10]([C:4]5[CH:3]=[C:2]([Cl:1])[C:7]([Cl:8])=[C:6]([Cl:9])[CH:5]=5)([C:27]([F:30])([F:29])[F:28])[O:14][N:13]=4)=[CH:23][CH:22]=3)=[O:26])[CH:66]=[CH:67][C:68]=2[C:72]([CH3:74])([CH3:73])[O:71]1. (5) Given the reactants [CH3:1][C:2]1[C:3]([C:12]2[CH:32]=[C:15]3[N:16]=[C:17]([N:27]4[CH2:31][CH2:30][CH2:29][CH2:28]4)[CH:18]=[C:19]([NH:20][CH:21]4[CH2:26][CH2:25][O:24][CH2:23][CH2:22]4)[N:14]3[N:13]=2)=[N:4][C:5]2[C:10]([N:11]=1)=[CH:9][CH:8]=[CH:7][CH:6]=2.[ClH:33].O, predict the reaction product. The product is: [ClH:33].[CH3:1][C:2]1[C:3]([C:12]2[CH:32]=[C:15]3[N:16]=[C:17]([N:27]4[CH2:28][CH2:29][CH2:30][CH2:31]4)[CH:18]=[C:19]([NH:20][CH:21]4[CH2:22][CH2:23][O:24][CH2:25][CH2:26]4)[N:14]3[N:13]=2)=[N:4][C:5]2[C:10]([N:11]=1)=[CH:9][CH:8]=[CH:7][CH:6]=2. (6) Given the reactants [Cl:1][C:2]1[CH:3]=[C:4]2[C:9](=[CH:10][C:11]=1[O:12][C:13]1[CH:18]=[CH:17][C:16]([C:19](=[O:31])[NH:20][CH2:21][CH2:22][C:23]3[CH:28]=[C:27]([Cl:29])[CH:26]=[C:25]([Cl:30])[CH:24]=3)=[CH:15][CH:14]=1)[O:8][CH2:7][CH2:6][CH:5]2[C:32]([OH:34])=[O:33].C[O-].[Na+:37], predict the reaction product. The product is: [Cl:1][C:2]1[CH:3]=[C:4]2[C:9](=[CH:10][C:11]=1[O:12][C:13]1[CH:18]=[CH:17][C:16]([C:19](=[O:31])[NH:20][CH2:21][CH2:22][C:23]3[CH:24]=[C:25]([Cl:30])[CH:26]=[C:27]([Cl:29])[CH:28]=3)=[CH:15][CH:14]=1)[O:8][CH2:7][CH2:6][CH:5]2[C:32]([O-:34])=[O:33].[Na+:37]. (7) Given the reactants [Br:1][C:2]1[CH:3]=[C:4]([C:8]2[N:13]([CH2:14][C:15]3[CH:20]=[CH:19][CH:18]=[CH:17][CH:16]=3)[C:12](=[O:21])[CH:11]=[C:10]([OH:22])[N:9]=2)[CH:5]=[CH:6][CH:7]=1.[Cl-].C[Al+]C.CCCCCC.[CH2:33]([NH2:40])C1C=CC=CC=1.BrC1C=C(C=CC=1)C#N.[OH-:50].[Na+].C(OCC)(=O)[CH2:53][C:54]([O:56]CC)=[O:55].C[O-].[Na+].Cl, predict the reaction product. The product is: [Br:1][C:2]1[CH:3]=[C:4]([C:8]2[N:13]([CH2:14][C:15]3[CH:16]=[CH:17][CH:18]=[CH:19][CH:20]=3)[C:12](=[O:21])[C:11]([C:33]([NH:40][CH2:53][C:54]([OH:56])=[O:55])=[O:50])=[C:10]([OH:22])[N:9]=2)[CH:5]=[CH:6][CH:7]=1. (8) The product is: [Cl:1][C:2]1[C:3]([Cl:17])=[C:4]([CH2:5][OH:6])[C:7]([C:10]2[O:11][C:12]([CH2:15][CH3:16])=[CH:13][N:14]=2)=[CH:8][N:9]=1. Given the reactants [Cl:1][C:2]1[C:3]([Cl:17])=[C:4]([C:7]([C:10]2[O:11][C:12]([CH2:15][CH3:16])=[CH:13][N:14]=2)=[CH:8][N:9]=1)[CH:5]=[O:6].[BH4-].[Na+], predict the reaction product.